This data is from NCI-60 drug combinations with 297,098 pairs across 59 cell lines. The task is: Regression. Given two drug SMILES strings and cell line genomic features, predict the synergy score measuring deviation from expected non-interaction effect. (1) Drug 1: COC1=CC(=CC(=C1O)OC)C2C3C(COC3=O)C(C4=CC5=C(C=C24)OCO5)OC6C(C(C7C(O6)COC(O7)C8=CC=CS8)O)O. Drug 2: C1=NC2=C(N=C(N=C2N1C3C(C(C(O3)CO)O)F)Cl)N. Cell line: EKVX. Synergy scores: CSS=54.3, Synergy_ZIP=1.31, Synergy_Bliss=3.44, Synergy_Loewe=-2.75, Synergy_HSA=3.69. (2) Drug 1: CC1OCC2C(O1)C(C(C(O2)OC3C4COC(=O)C4C(C5=CC6=C(C=C35)OCO6)C7=CC(=C(C(=C7)OC)O)OC)O)O. Drug 2: CCC1(CC2CC(C3=C(CCN(C2)C1)C4=CC=CC=C4N3)(C5=C(C=C6C(=C5)C78CCN9C7C(C=CC9)(C(C(C8N6C=O)(C(=O)OC)O)OC(=O)C)CC)OC)C(=O)OC)O.OS(=O)(=O)O. Cell line: SF-539. Synergy scores: CSS=45.2, Synergy_ZIP=-4.10, Synergy_Bliss=0.770, Synergy_Loewe=2.48, Synergy_HSA=2.31. (3) Drug 1: CN1CCC(CC1)COC2=C(C=C3C(=C2)N=CN=C3NC4=C(C=C(C=C4)Br)F)OC. Drug 2: CC12CCC(CC1=CCC3C2CCC4(C3CC=C4C5=CN=CC=C5)C)O. Cell line: SNB-75. Synergy scores: CSS=8.26, Synergy_ZIP=-2.64, Synergy_Bliss=0.876, Synergy_Loewe=-3.36, Synergy_HSA=0.101.